This data is from Reaction yield outcomes from USPTO patents with 853,638 reactions. The task is: Predict the reaction yield, written as a fraction of the theoretical maximum amount of product (1.0 means a 100% yield; for example, 0.34 means a 34% yield). (1) The reactants are [CH:1]([O:4][C:5]1[CH:13]=[CH:12][C:11]([C:14]#[C:15][C:16]2[CH:21]=[CH:20][CH:19]=[CH:18][C:17]=2[O:22][CH3:23])=[CH:10][C:6]=1[C:7]([OH:9])=O)([CH3:3])[CH3:2].Cl.Cl.[NH2:26][CH:27]([CH2:30][C:31]1[C:39]2[C:34](=[CH:35][N:36]=[CH:37][CH:38]=2)[NH:33][CH:32]=1)[CH2:28][OH:29].C1C=CC2N(O)N=NC=2C=1.CCN=C=NCCCN(C)C. The catalyst is CN(C=O)C.O.C(N(CC)CC)C. The product is [OH:29][CH2:28][CH:27]([NH:26][C:7](=[O:9])[C:6]1[CH:10]=[C:11]([C:14]#[C:15][C:16]2[CH:21]=[CH:20][CH:19]=[CH:18][C:17]=2[O:22][CH3:23])[CH:12]=[CH:13][C:5]=1[O:4][CH:1]([CH3:2])[CH3:3])[CH2:30][C:31]1[C:39]2[C:34](=[CH:35][N:36]=[CH:37][CH:38]=2)[NH:33][CH:32]=1. The yield is 0.560. (2) The reactants are [OH:1][C:2]1[CH:7]=[CH:6][C:5]([CH2:8][C:9]#[N:10])=[CH:4][C:3]=1[O:11][CH3:12].P(=O)(O)(O)[OH:14].[Cl:18][C:19]1[CH:26]=[CH:25][C:22]([CH:23]=O)=[CH:21][CH:20]=1. The catalyst is O. The product is [Cl:18][C:19]1[CH:26]=[CH:25][C:22]([CH:23]2[C:6]3[C:5](=[CH:4][C:3]([O:11][CH3:12])=[C:2]([OH:1])[CH:7]=3)[CH2:8][C:9](=[O:14])[NH:10]2)=[CH:21][CH:20]=1. The yield is 0.586. (3) The reactants are [NH2:1][C:2]1[CH:3]=[C:4]([C:14]2[CH:15]=[N:16][C:17]([C:20]([OH:23])([CH3:22])[CH3:21])=[N:18][CH:19]=2)[CH:5]=[C:6]([CH:9]2[CH2:13][CH2:12][CH2:11][O:10]2)[C:7]=1[NH2:8].[CH2:24]([NH:26][C:27]([NH:29][C:30](SC)=NC(=O)NCC)=[O:28])[CH3:25]. The catalyst is O1CCOCC1.OS(O)(=O)=O. The product is [CH2:24]([NH:26][C:27]([NH:29][C:30]1[NH:8][C:7]2[C:6]([CH:9]3[CH2:13][CH2:12][CH2:11][O:10]3)=[CH:5][C:4]([C:14]3[CH:19]=[N:18][C:17]([C:20]([OH:23])([CH3:21])[CH3:22])=[N:16][CH:15]=3)=[CH:3][C:2]=2[N:1]=1)=[O:28])[CH3:25]. The yield is 0.820.